Dataset: Reaction yield outcomes from USPTO patents with 853,638 reactions. Task: Predict the reaction yield, written as a fraction of the theoretical maximum amount of product (1.0 means a 100% yield; for example, 0.34 means a 34% yield). (1) The reactants are [CH3:1][S:2]([C:4]1[CH:9]=[CH:8][C:7]([OH:10])=[CH:6][CH:5]=1)=[O:3].[C:11]([O:15][C:16]([N:18]1[CH2:23][CH2:22][CH:21]([N:24]2[C:28]3=[N:29][CH:30]=[N:31][C:32](Cl)=[C:27]3[CH:26]=[N:25]2)[CH2:20][CH2:19]1)=[O:17])([CH3:14])([CH3:13])[CH3:12].C(=O)([O-])[O-].[K+].[K+].C(=O)([O-])[O-].[Na+].[Na+]. The catalyst is CN(C)C=O. The product is [C:11]([O:15][C:16]([N:18]1[CH2:19][CH2:20][CH:21]([N:24]2[C:28]3=[N:29][CH:30]=[N:31][C:32]([O:10][C:7]4[CH:8]=[CH:9][C:4]([S:2]([CH3:1])=[O:3])=[CH:5][CH:6]=4)=[C:27]3[CH:26]=[N:25]2)[CH2:22][CH2:23]1)=[O:17])([CH3:14])([CH3:12])[CH3:13]. The yield is 0.360. (2) The reactants are [H-].[Na+].[CH2:3]([SH:5])[CH3:4].Cl[C:7]1[C:12]([C:13]([OH:15])=[O:14])=[C:11]([CH3:16])[CH:10]=[C:9]([Cl:17])[N:8]=1. The catalyst is C1COCC1. The product is [Cl:17][C:9]1[N:8]=[C:7]([S:5][CH2:3][CH3:4])[C:12]([C:13]([OH:15])=[O:14])=[C:11]([CH3:16])[CH:10]=1. The yield is 0.950. (3) The reactants are [CH2:1]([O:8][C:9]1[CH:15]=[CH:14][C:12]([NH2:13])=[C:11]([CH3:16])[CH:10]=1)[C:2]1[CH:7]=[CH:6][CH:5]=[CH:4][CH:3]=1.N1(CO)C2C=CC=C[C:20]=2N=N1.[BH4-].[Na+].O. The catalyst is CN(C)C=O.CO.C(OCC)(=O)C. The product is [CH3:20][NH:13][C:12]1[CH:14]=[CH:15][C:9]([O:8][CH2:1][C:2]2[CH:3]=[CH:4][CH:5]=[CH:6][CH:7]=2)=[CH:10][C:11]=1[CH3:16]. The yield is 0.625.